The task is: Predict the reaction yield, written as a fraction of the theoretical maximum amount of product (1.0 means a 100% yield; for example, 0.34 means a 34% yield).. This data is from Reaction yield outcomes from USPTO patents with 853,638 reactions. The yield is 0.730. The reactants are I[C:2]1[C:3]([NH2:9])=[N:4][C:5]([NH2:8])=[CH:6][CH:7]=1.C(O)C.C(=O)([O-])[O-].[Na+].[Na+].CC1(C)C(C)(C)OB([C:27]2[CH:28]=[N:29][N:30]([C:32]([C:45]3[CH:50]=[CH:49][CH:48]=[CH:47][CH:46]=3)([C:39]3[CH:44]=[CH:43][CH:42]=[CH:41][CH:40]=3)[C:33]3[CH:38]=[CH:37][CH:36]=[CH:35][CH:34]=3)[CH:31]=2)O1. The catalyst is C1(C)C=CC=CC=1.C1C=CC([P]([Pd]([P](C2C=CC=CC=2)(C2C=CC=CC=2)C2C=CC=CC=2)([P](C2C=CC=CC=2)(C2C=CC=CC=2)C2C=CC=CC=2)[P](C2C=CC=CC=2)(C2C=CC=CC=2)C2C=CC=CC=2)(C2C=CC=CC=2)C2C=CC=CC=2)=CC=1.C(OCC)(=O)C.O. The product is [C:32]([N:30]1[CH:31]=[C:27]([C:2]2[C:3]([NH2:9])=[N:4][C:5]([NH2:8])=[CH:6][CH:7]=2)[CH:28]=[N:29]1)([C:39]1[CH:40]=[CH:41][CH:42]=[CH:43][CH:44]=1)([C:45]1[CH:50]=[CH:49][CH:48]=[CH:47][CH:46]=1)[C:33]1[CH:34]=[CH:35][CH:36]=[CH:37][CH:38]=1.